This data is from Forward reaction prediction with 1.9M reactions from USPTO patents (1976-2016). The task is: Predict the product of the given reaction. (1) Given the reactants [NH2:1][C:2]1[CH:3]=[C:4]([C:8]2[S:12][C:11]([C:13]3[CH:14]=[C:15]4[C:19](=[CH:20][CH:21]=3)[C:18](=[O:22])[N:17]([CH3:23])[CH2:16]4)=[CH:10][CH:9]=2)[CH:5]=[N:6][CH:7]=1.[Cl:24][C:25]1[CH:30]=[CH:29][CH:28]=[CH:27][C:26]=1[S:31](Cl)(=[O:33])=[O:32], predict the reaction product. The product is: [Cl:24][C:25]1[CH:30]=[CH:29][CH:28]=[CH:27][C:26]=1[S:31]([NH:1][C:2]1[CH:7]=[N:6][CH:5]=[C:4]([C:8]2[S:12][C:11]([C:13]3[CH:14]=[C:15]4[C:19](=[CH:20][CH:21]=3)[C:18](=[O:22])[N:17]([CH3:23])[CH2:16]4)=[CH:10][CH:9]=2)[CH:3]=1)(=[O:33])=[O:32]. (2) Given the reactants [O:1]=[S:2]1(=[O:10])[CH2:6][CH2:5][CH:4]([C:7](O)=[O:8])[CH2:3]1.[H-].[H-].[H-].[H-].[Li+].[Al+3].O.[OH-].[Na+], predict the reaction product. The product is: [O:1]=[S:2]1(=[O:10])[CH2:6][CH2:5][CH:4]([CH2:7][OH:8])[CH2:3]1.